From a dataset of Forward reaction prediction with 1.9M reactions from USPTO patents (1976-2016). Predict the product of the given reaction. (1) Given the reactants [Cl:1][C:2]1[N:7]=[C:6]([CH:8]2[O:12]C(=O)[N:10]([C:14]([O:16][C:17]([CH3:20])([CH3:19])[CH3:18])=[O:15])[CH:9]2[CH2:21][C:22]2[CH:27]=[CH:26][C:25]([C:28]([F:31])([F:30])[F:29])=[CH:24][CH:23]=2)[CH:5]=[CH:4][CH:3]=1.CO.[OH-].[Na+].O, predict the reaction product. The product is: [Cl:1][C:2]1[N:7]=[C:6]([CH:8]([OH:12])[CH:9]([NH:10][C:14](=[O:15])[O:16][C:17]([CH3:18])([CH3:20])[CH3:19])[CH2:21][C:22]2[CH:27]=[CH:26][C:25]([C:28]([F:31])([F:29])[F:30])=[CH:24][CH:23]=2)[CH:5]=[CH:4][CH:3]=1. (2) Given the reactants [CH3:1][Si:2](Cl)([CH3:4])[CH3:3].[C:6]1([S:12][C:13](Br)([F:15])[F:14])[CH:11]=[CH:10][CH:9]=[CH:8][CH:7]=1, predict the reaction product. The product is: [CH3:1][Si:2]([C:13]([S:12][C:6]1[CH:11]=[CH:10][CH:9]=[CH:8][CH:7]=1)([F:15])[F:14])([CH3:4])[CH3:3].